Dataset: Reaction yield outcomes from USPTO patents with 853,638 reactions. Task: Predict the reaction yield, written as a fraction of the theoretical maximum amount of product (1.0 means a 100% yield; for example, 0.34 means a 34% yield). (1) The reactants are [NH2:1][C:2]1[CH:25]=[CH:24][C:5]([O:6][C:7]2[C:16]3[C:11](=[CH:12][C:13]([O:19][CH2:20][CH2:21][O:22][CH3:23])=[C:14]([C:17]#[N:18])[CH:15]=3)[N:10]=[CH:9][CH:8]=2)=[CH:4][CH:3]=1.N1C=CC=CC=1.Cl[C:33]([O:35][C:36]1[CH:41]=[CH:40][CH:39]=[CH:38][CH:37]=1)=[O:34].O. The catalyst is CN(C)C=O.CCCCCC.C(OCC)(=O)C. The product is [C:17]([C:14]1[CH:15]=[C:16]2[C:11](=[CH:12][C:13]=1[O:19][CH2:20][CH2:21][O:22][CH3:23])[N:10]=[CH:9][CH:8]=[C:7]2[O:6][C:5]1[CH:4]=[CH:3][C:2]([NH:1][C:33](=[O:34])[O:35][C:36]2[CH:41]=[CH:40][CH:39]=[CH:38][CH:37]=2)=[CH:25][CH:24]=1)#[N:18]. The yield is 0.952. (2) The catalyst is O. The yield is 1.00. The product is [O:13]=[C:10]1[CH:11]=[CH:12][N:7]([C:15]2[N:20]=[C:19]([C:21]([OH:23])=[O:22])[CH:18]=[CH:17][N:16]=2)[CH:8]=[CH:9]1. The reactants are C([O-])([O-])=O.[K+].[K+].[N:7]1[CH:12]=[CH:11][C:10]([OH:13])=[CH:9][CH:8]=1.Cl[C:15]1[N:20]=[C:19]([C:21]([O:23]C)=[O:22])[CH:18]=[CH:17][N:16]=1.Cl. (3) The reactants are Cl.[OH:2][C@@H:3]1[CH2:7][CH2:6][NH:5][CH2:4]1.C(=O)([O-])[O-].[K+].[K+].C1COCC1.[C:19](O[C:19]([O:21][C:22]([CH3:25])([CH3:24])[CH3:23])=[O:20])([O:21][C:22]([CH3:25])([CH3:24])[CH3:23])=[O:20]. The catalyst is O. The product is [C:22]([O:21][C:19]([N:5]1[CH2:6][CH2:7][C@@H:3]([OH:2])[CH2:4]1)=[O:20])([CH3:25])([CH3:24])[CH3:23]. The yield is 0.960.